From a dataset of Peptide-MHC class II binding affinity with 134,281 pairs from IEDB. Regression. Given a peptide amino acid sequence and an MHC pseudo amino acid sequence, predict their binding affinity value. This is MHC class II binding data. (1) The peptide sequence is EFVKIVQKRGIVKENI. The MHC is HLA-DPA10201-DPB10501 with pseudo-sequence HLA-DPA10201-DPB10501. The binding affinity (normalized) is 0.448. (2) The peptide sequence is IPPYCTIAPFGIFGTN. The MHC is DRB1_1101 with pseudo-sequence DRB1_1101. The binding affinity (normalized) is 0. (3) The peptide sequence is ASLFLHLVGIPTHRH. The MHC is DRB1_0802 with pseudo-sequence DRB1_0802. The binding affinity (normalized) is 0.362. (4) The peptide sequence is DINVGFKAAVAAAAS. The MHC is HLA-DQA10101-DQB10501 with pseudo-sequence HLA-DQA10101-DQB10501. The binding affinity (normalized) is 0.538.